The task is: Predict the reaction yield, written as a fraction of the theoretical maximum amount of product (1.0 means a 100% yield; for example, 0.34 means a 34% yield).. This data is from Reaction yield outcomes from USPTO patents with 853,638 reactions. (1) The catalyst is C1COCC1.C(Cl)Cl. The product is [CH2:7]([O:6][P:4]([CH2:9][C:10]1[CH:11]=[CH:12][C:13]([CH:14]=[O:15])=[CH:17][CH:18]=1)([O:3][CH2:1][CH3:2])=[O:5])[CH3:8]. The reactants are [CH2:1]([O:3][P:4]([CH2:9][C:10]1[CH:18]=[CH:17][C:13]([C:14](O)=[O:15])=[CH:12][CH:11]=1)([O:6][CH2:7][CH3:8])=[O:5])[CH3:2].B.C1COCC1.C1C=C[NH+]=CC=1.[O-][Cr](Cl)(=O)=O.C(OCC)C. The yield is 0.770. (2) The reactants are C[O:2][C:3]([C:5]1[C:10]([CH3:11])=[CH:9][CH:8]=[CH:7][N:6]=1)=O.C1C(=O)[N:16](Br)C(=O)C1.N(C1(C#N)CCCCC1)=NC1(C#N)CCCCC1. The catalyst is C(Cl)(Cl)(Cl)Cl. The product is [N:6]1[CH:7]=[CH:8][CH:9]=[C:10]2[CH2:11][NH:16][C:3](=[O:2])[C:5]=12. The yield is 0.560. (3) The reactants are [CH3:1][CH:2]1[CH2:7][CH2:6][NH:5][CH2:4][CH2:3]1.Br[CH:9]([C:15]1[CH:20]=[CH:19][CH:18]=[CH:17][CH:16]=1)[C:10]([O:12][CH2:13][CH3:14])=[O:11]. The catalyst is C(#N)C. The product is [CH3:1][CH:2]1[CH2:7][CH2:6][N:5]([CH:9]([C:15]2[CH:20]=[CH:19][CH:18]=[CH:17][CH:16]=2)[C:10]([O:12][CH2:13][CH3:14])=[O:11])[CH2:4][CH2:3]1. The yield is 0.698.